Dataset: Forward reaction prediction with 1.9M reactions from USPTO patents (1976-2016). Task: Predict the product of the given reaction. (1) Given the reactants [CH2:1]([C:3]1[O:4][C:5]([C:9]([OH:11])=O)=[C:6]([CH3:8])[N:7]=1)[CH3:2].O1CCCC1.C(Cl)(=O)C(Cl)=O.[NH2:23][C:24]1[CH:25]=[C:26]([CH:43]=[CH:44][C:45]=1[CH3:46])[O:27][C:28]1[CH:29]=[CH:30][C:31]2[N:32]([CH:34]=[C:35]([NH:37][C:38]([CH:40]3[CH2:42][CH2:41]3)=[O:39])[N:36]=2)[N:33]=1, predict the reaction product. The product is: [CH:40]1([C:38]([NH:37][C:35]2[N:36]=[C:31]3[CH:30]=[CH:29][C:28]([O:27][C:26]4[CH:43]=[CH:44][C:45]([CH3:46])=[C:24]([NH:23][C:9]([C:5]5[O:4][C:3]([CH2:1][CH3:2])=[N:7][C:6]=5[CH3:8])=[O:11])[CH:25]=4)=[N:33][N:32]3[CH:34]=2)=[O:39])[CH2:41][CH2:42]1. (2) Given the reactants [C:1]([C:5]([C:8](F)=[O:9])([F:7])[F:6])([F:4])([F:3])[F:2].[C:11]([O-:14])(O)=[O:12].[Na+].O[CH2:17][CH2:18][O:19][CH2:20][CH2:21][OH:22], predict the reaction product. The product is: [C:1]([C:5]([C:11]([O:14][CH2:17][CH2:18][O:19][CH2:20][CH2:21][O:22][C:8]([C:5]([C:1]([F:2])([F:3])[F:4])([F:6])[F:7])=[O:9])=[O:12])([F:7])[F:6])([F:4])([F:3])[F:2].